This data is from NCI-60 drug combinations with 297,098 pairs across 59 cell lines. The task is: Regression. Given two drug SMILES strings and cell line genomic features, predict the synergy score measuring deviation from expected non-interaction effect. (1) Cell line: 786-0. Synergy scores: CSS=48.2, Synergy_ZIP=-5.44, Synergy_Bliss=-0.483, Synergy_Loewe=1.35, Synergy_HSA=2.56. Drug 1: C1=NC2=C(N=C(N=C2N1C3C(C(C(O3)CO)O)F)Cl)N. Drug 2: CC1C(C(CC(O1)OC2CC(CC3=C2C(=C4C(=C3O)C(=O)C5=C(C4=O)C(=CC=C5)OC)O)(C(=O)CO)O)N)O.Cl. (2) Drug 1: CC1=C(C(CCC1)(C)C)C=CC(=CC=CC(=CC(=O)O)C)C. Drug 2: CCC1=C2CN3C(=CC4=C(C3=O)COC(=O)C4(CC)O)C2=NC5=C1C=C(C=C5)O. Cell line: UO-31. Synergy scores: CSS=30.0, Synergy_ZIP=-3.46, Synergy_Bliss=5.22, Synergy_Loewe=-80.1, Synergy_HSA=4.34. (3) Drug 1: C1CCC(C1)C(CC#N)N2C=C(C=N2)C3=C4C=CNC4=NC=N3. Drug 2: CC12CCC3C(C1CCC2=O)CC(=C)C4=CC(=O)C=CC34C. Cell line: K-562. Synergy scores: CSS=64.0, Synergy_ZIP=0.984, Synergy_Bliss=3.25, Synergy_Loewe=1.43, Synergy_HSA=1.20. (4) Drug 1: C1=CC(=CC=C1CCCC(=O)O)N(CCCl)CCCl. Drug 2: CCC1=C2CN3C(=CC4=C(C3=O)COC(=O)C4(CC)O)C2=NC5=C1C=C(C=C5)O. Cell line: CAKI-1. Synergy scores: CSS=61.1, Synergy_ZIP=-1.90, Synergy_Bliss=-3.48, Synergy_Loewe=-37.5, Synergy_HSA=0.794. (5) Drug 1: CCC1=CC2CC(C3=C(CN(C2)C1)C4=CC=CC=C4N3)(C5=C(C=C6C(=C5)C78CCN9C7C(C=CC9)(C(C(C8N6C)(C(=O)OC)O)OC(=O)C)CC)OC)C(=O)OC.C(C(C(=O)O)O)(C(=O)O)O. Drug 2: CC=C1C(=O)NC(C(=O)OC2CC(=O)NC(C(=O)NC(CSSCCC=C2)C(=O)N1)C(C)C)C(C)C. Cell line: OVCAR-4. Synergy scores: CSS=56.7, Synergy_ZIP=5.24, Synergy_Bliss=5.48, Synergy_Loewe=-11.9, Synergy_HSA=9.64. (6) Drug 1: C1=C(C(=O)NC(=O)N1)F. Drug 2: CC(C)(C1=NC(=CC=C1)N2C3=NC(=NC=C3C(=O)N2CC=C)NC4=CC=C(C=C4)N5CCN(CC5)C)O. Cell line: SK-OV-3. Synergy scores: CSS=50.1, Synergy_ZIP=6.11, Synergy_Bliss=6.92, Synergy_Loewe=5.05, Synergy_HSA=9.66. (7) Drug 1: CC1=C(C(CCC1)(C)C)C=CC(=CC=CC(=CC(=O)O)C)C. Drug 2: C1=NC2=C(N=C(N=C2N1C3C(C(C(O3)CO)O)F)Cl)N. Cell line: OVCAR-4. Synergy scores: CSS=-1.25, Synergy_ZIP=-1.22, Synergy_Bliss=-1.59, Synergy_Loewe=-3.95, Synergy_HSA=-3.43. (8) Drug 1: C1=CN(C(=O)N=C1N)C2C(C(C(O2)CO)O)O.Cl. Drug 2: CCCCC(=O)OCC(=O)C1(CC(C2=C(C1)C(=C3C(=C2O)C(=O)C4=C(C3=O)C=CC=C4OC)O)OC5CC(C(C(O5)C)O)NC(=O)C(F)(F)F)O. Cell line: EKVX. Synergy scores: CSS=12.3, Synergy_ZIP=-6.80, Synergy_Bliss=-3.28, Synergy_Loewe=-5.90, Synergy_HSA=-4.70. (9) Drug 1: CC1=CC2C(CCC3(C2CCC3(C(=O)C)OC(=O)C)C)C4(C1=CC(=O)CC4)C. Drug 2: C1=NC2=C(N1)C(=S)N=CN2. Cell line: UACC62. Synergy scores: CSS=19.0, Synergy_ZIP=-10.2, Synergy_Bliss=-7.43, Synergy_Loewe=-42.0, Synergy_HSA=-7.74. (10) Drug 1: C1=CN(C(=O)N=C1N)C2C(C(C(O2)CO)O)O.Cl. Drug 2: CS(=O)(=O)CCNCC1=CC=C(O1)C2=CC3=C(C=C2)N=CN=C3NC4=CC(=C(C=C4)OCC5=CC(=CC=C5)F)Cl. Cell line: HCC-2998. Synergy scores: CSS=36.5, Synergy_ZIP=2.07, Synergy_Bliss=1.58, Synergy_Loewe=-19.9, Synergy_HSA=-0.149.